Predict the reactants needed to synthesize the given product. From a dataset of Full USPTO retrosynthesis dataset with 1.9M reactions from patents (1976-2016). (1) Given the product [NH2:44][CH2:43][C:42]([N:39]1[CH2:40][CH2:41][N:36]([CH2:35][C:10]2[C:11]([C:31]([F:34])([F:33])[F:32])=[CH:12][C:13]([C:15]([NH:16][CH2:17][C:18]3[CH:23]=[C:22]([Cl:24])[CH:21]=[CH:20][C:19]=3[S:25]([CH2:28][CH3:29])(=[O:27])=[O:26])=[O:30])=[CH:14][C:9]=2[Cl:8])[CH2:37][CH2:38]1)=[O:52], predict the reactants needed to synthesize it. The reactants are: Cl.O1CCOCC1.[Cl:8][C:9]1[CH:14]=[C:13]([C:15](=[O:30])[NH:16][CH2:17][C:18]2[CH:23]=[C:22]([Cl:24])[CH:21]=[CH:20][C:19]=2[S:25]([CH2:28][CH3:29])(=[O:27])=[O:26])[CH:12]=[C:11]([C:31]([F:34])([F:33])[F:32])[C:10]=1[CH2:35][N:36]1[CH2:41][CH2:40][N:39]([C:42](=[O:52])[CH2:43][NH:44]C(=O)OC(C)(C)C)[CH2:38][CH2:37]1. (2) Given the product [Br:29][C:14]1[C:13]2[CH2:16][CH2:17][N:18]([C:21]([O:23][C:24]([CH3:25])([CH3:27])[CH3:26])=[O:22])[CH2:19][CH2:20][C:12]=2[CH:11]=[C:10]2[C:15]=1[N:6]([CH2:5][CH2:4][CH2:3][O:2][CH3:1])[C:7](=[O:28])[CH2:8][CH2:9]2, predict the reactants needed to synthesize it. The reactants are: [CH3:1][O:2][CH2:3][CH2:4][CH2:5][N:6]1[C:15]2[C:10](=[CH:11][C:12]3[CH2:20][CH2:19][N:18]([C:21]([O:23][C:24]([CH3:27])([CH3:26])[CH3:25])=[O:22])[CH2:17][CH2:16][C:13]=3[CH:14]=2)[CH2:9][CH2:8][C:7]1=[O:28].[Br:29]N1C(=O)CCC1=O.[N+]([O-])([O-])=O.[NH4+]. (3) Given the product [CH:1]1[C:13]2[CH:12]([CH2:14][O:15][C:16]([NH:18][C@H:19]([C:30]([NH:32][CH2:33][C:34]([NH2:36])=[O:35])=[O:31])[CH2:20][CH2:21][CH2:22][C:23]([OH:25])=[O:24])=[O:17])[C:11]3[C:6](=[CH:7][CH:8]=[CH:9][CH:10]=3)[C:5]=2[CH:4]=[CH:3][CH:2]=1, predict the reactants needed to synthesize it. The reactants are: [CH:1]1[C:13]2[CH:12]([CH2:14][O:15][C:16]([NH:18][C@H:19]([C:30]([NH:32][CH2:33][C:34]([NH2:36])=[O:35])=[O:31])[CH2:20][CH2:21][CH2:22][C:23]([O:25]C(C)(C)C)=[O:24])=[O:17])[C:11]3[C:6](=[CH:7][CH:8]=[CH:9][CH:10]=3)[C:5]=2[CH:4]=[CH:3][CH:2]=1.Cl.